This data is from Reaction yield outcomes from USPTO patents with 853,638 reactions. The task is: Predict the reaction yield, written as a fraction of the theoretical maximum amount of product (1.0 means a 100% yield; for example, 0.34 means a 34% yield). (1) The reactants are [CH:1]1([O:6][C:7](=[O:33])[C@@H:8]([NH:25]C(OC(C)(C)C)=O)[CH2:9][CH2:10][O:11][C:12]2[CH:21]=[C:20]3[C:15]([C:16]([Cl:22])=[CH:17][CH:18]=[N:19]3)=[CH:14][C:13]=2[O:23][CH3:24])[CH2:5][CH2:4][CH2:3][CH2:2]1.C(O)(C(F)(F)F)=O. The catalyst is C(Cl)Cl. The product is [CH:1]1([O:6][C:7](=[O:33])[C@@H:8]([NH2:25])[CH2:9][CH2:10][O:11][C:12]2[CH:21]=[C:20]3[C:15]([C:16]([Cl:22])=[CH:17][CH:18]=[N:19]3)=[CH:14][C:13]=2[O:23][CH3:24])[CH2:5][CH2:4][CH2:3][CH2:2]1. The yield is 0.860. (2) The reactants are O=[C:2]1[C:11]2[C:10]([C:12]([O:14]C)=O)=[CH:9][CH:8]=[CH:7][C:6]=2[NH:5][CH:4]([C:16]2[CH:21]=[CH:20][N:19]=[CH:18][CH:17]=2)[CH:3]1[C:22]1[CH:27]=[CH:26][N:25]=[CH:24][CH:23]=1.O=C1C2C(C(OCC)=O)=CC=CC=2NC(C2C=CN=CC=2)C1C1C=CN=CC=1.O.[NH2:57][NH2:58]. The yield is 0.680. The product is [N:19]1[CH:20]=[CH:21][C:16]([CH:4]2[NH:5][C:6]3[C:11]4[C:2](=[N:57][NH:58][C:12](=[O:14])[C:10]=4[CH:9]=[CH:8][CH:7]=3)[CH:3]2[C:22]2[CH:23]=[CH:24][N:25]=[CH:26][CH:27]=2)=[CH:17][CH:18]=1. No catalyst specified.